This data is from NCI-60 drug combinations with 297,098 pairs across 59 cell lines. The task is: Regression. Given two drug SMILES strings and cell line genomic features, predict the synergy score measuring deviation from expected non-interaction effect. (1) Drug 1: CN(C)C1=NC(=NC(=N1)N(C)C)N(C)C. Drug 2: CC1C(C(CC(O1)OC2CC(CC3=C2C(=C4C(=C3O)C(=O)C5=CC=CC=C5C4=O)O)(C(=O)C)O)N)O. Cell line: OVCAR-5. Synergy scores: CSS=29.0, Synergy_ZIP=-6.33, Synergy_Bliss=-3.49, Synergy_Loewe=-30.7, Synergy_HSA=0.416. (2) Drug 1: C1=CC(=CC=C1CCCC(=O)O)N(CCCl)CCCl. Drug 2: C1C(C(OC1N2C=NC(=NC2=O)N)CO)O. Cell line: LOX IMVI. Synergy scores: CSS=27.1, Synergy_ZIP=-11.8, Synergy_Bliss=-7.80, Synergy_Loewe=-5.07, Synergy_HSA=-4.26.